This data is from Experimentally validated miRNA-target interactions with 360,000+ pairs, plus equal number of negative samples. The task is: Binary Classification. Given a miRNA mature sequence and a target amino acid sequence, predict their likelihood of interaction. (1) The miRNA is hsa-miR-29a-3p with sequence UAGCACCAUCUGAAAUCGGUUA. The protein sequence of the target gene is MSWFSGLLVPKVDERKTAWGERNGQKRSRRRGTRAGGFCTPRYMSCLRDAEPPSPTPAGPPRCPWQDDAFIRRGGPGKGKELGLRAVALGFEDTEVTTTAGGTAEVAPDAVPRSGRSCWRRLVQVFQSKQFRSAKLERLYQRYFFQMNQSSLTLLMAVLVLLTAVLLAFHAAPARPQPAYVALLACAAALFVGLMVVCNRHSFRQDSMWVVSYVVLGILAAVQVGGALAADPRSPSAGLWCPVFFVYIAYTLLPIRMRAAVLSGLGLSTLHLILAWQLNRGDAFLWKQLGANVLLFLCTN.... Result: 0 (no interaction). (2) The miRNA is hsa-miR-1278 with sequence UAGUACUGUGCAUAUCAUCUAU. The protein sequence of the target gene is MGSGRRALSAVPAVLLVLTLPGLPVWAQNDTEPIVLEGKCLVVCDSNPATDSKGSSSSPLGISVRAANSKVAFSAVRSTNHEPSEMSNKTRIIYFDQILVNVGNFFTLESVFVAPRKGIYSFSFHVIKVYQSQTIQVNLMLNGKPVISAFAGDKDVTREAATNGVLLYLDKEDKVYLKLEKGNLVGGWQYSTFSGFLVFPL. Result: 0 (no interaction). (3) The miRNA is hsa-miR-6500-3p with sequence ACACUUGUUGGGAUGACCUGC. The protein sequence of the target gene is MALRPEDPSSGFRHSNVVAFINEKMARHTKGPEFYLENISLSWEKVEDKLRAILEDSEVPSEVKEACTWGSLALGVRFAHRQAQLQRHRVRWLHGFAKLHKSAAQALASDLKKLREQQETERKEAASRLRMAQTSLVEVQKERDKELVSPHEWEQGAGWPGLATAGGVCTEGAAEEEEEAAVAAAGAAGGKGAEEEQRDVEVVAAPVEAMAPPVEAGAAPMETQFPHVEARAASMETTEKLERILLQLLGDADQEKYTYWGQKEGDLRSVETATSYFSGTTNPWSRASSEPLPVQLPASY.... Result: 0 (no interaction). (4) The miRNA is hsa-miR-145-5p with sequence GUCCAGUUUUCCCAGGAAUCCCU. The protein sequence of the target gene is MKAVVQRVTRASVTVGGEQISAIGRGICVLLGISLEDTQKELEHMVRKILNLRVFEDESGKHWSKSVMDKQYEILCVSQFTLQCVLKGNKPDFHLAMPTEQAEGFYNSFLEQLRKTYRPELIKDGKFGAYMQVHIQNDGPVTIELESPAPGTATSDPKQLSKLEKQQQRKEKTRAKGPSESSKERNTPRKEDRSASSGAEGDVSSEREP. Result: 1 (interaction). (5) The miRNA is hsa-miR-195-3p with sequence CCAAUAUUGGCUGUGCUGCUCC. The protein sequence of the target gene is MLARNNSLVTEFILAGLTDHPEFQQPLFFLFLVVYIVTMVGNLGLIILFGLNSHLHTPMYYFLFNLSFIDLCYSSVFTPKMLMNFVSKKNIISYVGCMTQLFFFLFFVISECYMLTSMAYDRYVAICNPLLYKVTMSHQVCSMLTFAAYIMGLAGATAHTGCMLRLTFCSANIINHYLCDILPLLQLSCTSTYVNEVVVLIVVGINIMVPSCTILISYVFIVTSILHIKSTQGRSKAFSTCSSHVIALSLFFGSAAFMYIKYSSGSMEQGKVSSVFYTNVVPMLNPLIYSLRNKDVKVAL.... Result: 0 (no interaction). (6) The miRNA is hsa-miR-548ah-3p with sequence CAAAAACUGCAGUUACUUUUGC. The protein sequence of the target gene is MSKERPKRNIIQKKYDDSDGIPWSEERVVRKVLYLSLKEFKNAQKRQHGEGLAGSLKAVNGLLGNAQAKALGPASEQSENEKDDASQVSSTSNDVSSSDFEEGPSRKRPRLQAQRKFAQSQPNSPSTTPVKIVEPLLPPPATQISDLSKRKPKTEDFLTFLCLRGSPALPNSMVYFGSSQDEEDVEEEDDETEDVKATTNNASSSCQSTPRKGKTHKHVHNGHVFNGSSRSAREKEPAHKHRSKEATPGKEKHSEPRADSRREQASGAQPTAASAAASSAKGLAANHQPPPSHRSAQDLR.... Result: 0 (no interaction).